From a dataset of Full USPTO retrosynthesis dataset with 1.9M reactions from patents (1976-2016). Predict the reactants needed to synthesize the given product. Given the product [F:18][C:16]1[CH:17]=[C:12]([CH2:11][C@H:10]([NH:20][C:21](=[O:32])[C:22]2[CH:27]=[CH:26][CH:25]=[C:24]([C:74]([N:72]3[CH2:59][CH2:55][CH2:54][C@@H:53]3[CH2:51][O:50][CH3:49])=[O:78])[CH:23]=2)[C@H:9]([OH:8])[C@H:33]2[CH2:37][C@@H:36]([O:38][CH2:70][CH2:68][CH3:69])[CH2:35][NH:34]2)[CH:13]=[C:14]([F:19])[CH:15]=1, predict the reactants needed to synthesize it. The reactants are: [Si]([O:8][C@H:9]([CH:33]1[CH2:37][CH:36]([O:38]CCC)[CH2:35][N:34]1C(OC(C)(C)C)=O)[C@@H:10]([NH:20][C:21](=[O:32])[C:22]1[CH:27]=[CH:26][CH:25]=[C:24](C(OC)=O)[CH:23]=1)[CH2:11][C:12]1[CH:17]=[C:16]([F:18])[CH:15]=[C:14]([F:19])[CH:13]=1)(C(C)(C)C)(C)C.[CH3:49][O:50][C:51]([C:53]1[CH:54]=[C:55]([CH:59]=CC=1)C(O)=O)=O.CCN([CH:68]([CH3:70])[CH3:69])C(C)C.C[N:72]([C:74]([O:78]N1N=NC2C=CC=NC1=2)=[N+](C)C)C.F[P-](F)(F)(F)(F)F.N[C@@H](CC1C=C(F)C=C(F)C=1)[C@@H]([C@H]1C[C@@H](OCCC)CN1C(OC(C)(C)C)=O)O[Si](C(C)(C)C)(C)C.